From a dataset of Catalyst prediction with 721,799 reactions and 888 catalyst types from USPTO. Predict which catalyst facilitates the given reaction. Reactant: [I:1][C:2]1[C:10]2[C:5](=[N:6][CH:7]=[CH:8][CH:9]=2)[NH:4][N:3]=1.C(=O)([O-])[O-].[Cs+].[Cs+].[F:17][C:18]([F:26])([F:25])[C:19]([F:24])([F:23])[CH2:20][CH2:21]I. Product: [I:1][C:2]1[C:10]2[C:5](=[N:6][CH:7]=[CH:8][CH:9]=2)[N:4]([CH2:21][CH2:20][C:19]([F:24])([F:23])[C:18]([F:26])([F:25])[F:17])[N:3]=1. The catalyst class is: 9.